The task is: Predict the product of the given reaction.. This data is from Forward reaction prediction with 1.9M reactions from USPTO patents (1976-2016). (1) Given the reactants [NH2:1][C:2]1[C:11]2[N:12]=[C:13]([CH2:24][CH2:25][CH2:26][CH3:27])[N:14]([CH2:15][CH2:16][CH2:17][NH:18][CH2:19][CH2:20][N:21]([CH3:23])[CH3:22])[C:10]=2[C:9]2[CH:8]=[CH:7][CH:6]=[CH:5][C:4]=2[N:3]=1.[CH:28]([C:30]1[CH:35]=[CH:34][C:33]([CH2:36][C:37]([O:39][CH3:40])=[O:38])=[CH:32][CH:31]=1)=O.C(O[BH-](OC(=O)C)OC(=O)C)(=O)C.[Na+], predict the reaction product. The product is: [NH2:1][C:2]1[C:11]2[N:12]=[C:13]([CH2:24][CH2:25][CH2:26][CH3:27])[N:14]([CH2:15][CH2:16][CH2:17][N:18]([CH2:28][C:30]3[CH:31]=[CH:32][C:33]([CH2:36][C:37]([O:39][CH3:40])=[O:38])=[CH:34][CH:35]=3)[CH2:19][CH2:20][N:21]([CH3:22])[CH3:23])[C:10]=2[C:9]2[CH:8]=[CH:7][CH:6]=[CH:5][C:4]=2[N:3]=1. (2) Given the reactants [NH2:1][OH:2].[CH3:3]/[C:4](/[C:7]1[N:11]([C:12]2[CH:17]=[CH:16][C:15]([OH:18])=[CH:14][C:13]=2[F:19])[N:10]=[C:9]([CH3:20])[C:8]=1[C:21]#[N:22])=[CH:5]/[CH3:6].CC1SC=C(C)C=1C1N(C2C=CC(O)=CC=2F)N=C(C)C=1C#N, predict the reaction product. The product is: [CH3:3]/[C:4](/[C:7]1[N:11]([C:12]2[CH:17]=[CH:16][C:15]([OH:18])=[CH:14][C:13]=2[F:19])[N:10]=[C:9]([CH3:20])[C:8]=1[C:21](=[NH:22])[NH:1][OH:2])=[CH:5]/[CH3:6]. (3) The product is: [F:30][C:31]1[CH:39]=[CH:38][C:34]([CH:35]([NH:37][C:2]2[N:7]=[C:6]([O:8][C:9]3[CH:10]=[CH:11][CH:12]=[C:13]4[C:18]=3[N:17]=[C:16]([NH2:19])[CH:15]=[CH:14]4)[CH:5]=[C:4]([C:20]3[CH:21]=[CH:22][C:23]([C:26]([F:28])([F:29])[F:27])=[CH:24][CH:25]=3)[N:3]=2)[CH3:36])=[CH:33][CH:32]=1. Given the reactants Cl[C:2]1[N:7]=[C:6]([O:8][C:9]2[CH:10]=[CH:11][CH:12]=[C:13]3[C:18]=2[N:17]=[C:16]([NH2:19])[CH:15]=[CH:14]3)[CH:5]=[C:4]([C:20]2[CH:25]=[CH:24][C:23]([C:26]([F:29])([F:28])[F:27])=[CH:22][CH:21]=2)[N:3]=1.[F:30][C:31]1[CH:39]=[CH:38][C:34]([CH:35]([NH2:37])[CH3:36])=[CH:33][CH:32]=1, predict the reaction product. (4) Given the reactants [F:1][C:2]1[CH:7]=[CH:6][CH:5]=[CH:4][C:3]=1[S:8]([NH:11][C:12]1[CH:21]=[CH:20][C:19]2[CH2:18][CH2:17][CH:16]=[C:15]([O:22][CH3:23])[C:14]=2[C:13]=1[C:24]([O:26][CH3:27])=[O:25])(=[O:10])=[O:9].[H][H], predict the reaction product. The product is: [F:1][C:2]1[CH:7]=[CH:6][CH:5]=[CH:4][C:3]=1[S:8]([NH:11][C:12]1[CH:21]=[CH:20][C:19]2[CH2:18][CH2:17][CH2:16][CH:15]([O:22][CH3:23])[C:14]=2[C:13]=1[C:24]([O:26][CH3:27])=[O:25])(=[O:10])=[O:9]. (5) The product is: [ClH:29].[ClH:29].[CH:1]([N:14]1[CH2:19][CH2:18][N:17]([CH2:20][C:21]([OH:23])=[O:22])[C@@H:16]([CH3:28])[CH2:15]1)([C:2]1[CH:7]=[CH:6][CH:5]=[CH:4][CH:3]=1)[C:8]1[CH:9]=[CH:10][CH:11]=[CH:12][CH:13]=1. Given the reactants [CH:1]([N:14]1[CH2:19][CH2:18][N:17]([CH2:20][C:21]([O:23]C(C)(C)C)=[O:22])[C@@H:16]([CH3:28])[CH2:15]1)([C:8]1[CH:13]=[CH:12][CH:11]=[CH:10][CH:9]=1)[C:2]1[CH:7]=[CH:6][CH:5]=[CH:4][CH:3]=1.[ClH:29], predict the reaction product. (6) Given the reactants [Cl:1][C:2]1[CH:3]=[N:4][C:5]2[N:6]([N:8]=[C:9]([C:11]([OH:13])=O)[CH:10]=2)[CH:7]=1.[F:14][C:15]1[N:20]=[CH:19][C:18]([C:21]2[N:25]3[CH2:26][CH2:27][NH:28][CH2:29][C:24]3=[N:23][CH:22]=2)=[CH:17][CH:16]=1, predict the reaction product. The product is: [Cl:1][C:2]1[CH:3]=[N:4][C:5]2[N:6]([N:8]=[C:9]([C:11]([N:28]3[CH2:27][CH2:26][N:25]4[C:21]([C:18]5[CH:19]=[N:20][C:15]([F:14])=[CH:16][CH:17]=5)=[CH:22][N:23]=[C:24]4[CH2:29]3)=[O:13])[CH:10]=2)[CH:7]=1.